Dataset: Reaction yield outcomes from USPTO patents with 853,638 reactions. Task: Predict the reaction yield, written as a fraction of the theoretical maximum amount of product (1.0 means a 100% yield; for example, 0.34 means a 34% yield). (1) The reactants are [C:1]([CH:5]1[CH2:13][C:12]2[C:7](=[CH:8][CH:9]=[CH:10][CH:11]=2)[NH:6]1)([CH3:4])([CH3:3])[CH3:2].C(C1NC2C(C=1)=CC=CC=2)(C)(C)C.[N+:27]([O-])([O-:29])=[O:28].[K+].C([O-])([O-])=O.[Na+].[Na+]. The catalyst is OS(O)(=O)=O. The product is [C:1]([CH:5]1[CH2:13][C:12]2[C:7](=[CH:8][C:9]([N+:27]([O-:29])=[O:28])=[CH:10][CH:11]=2)[NH:6]1)([CH3:4])([CH3:2])[CH3:3]. The yield is 0.320. (2) The reactants are Cl[C:2]([C:6]1[C:7]([Cl:12])=[N:8][CH:9]=[CH:10][CH:11]=1)=[CH:3][C:4]#[N:5].Cl.[CH2:14]([CH:16]1[CH2:18][CH:17]1[NH2:19])[CH3:15].C(N(CC)CC)C. The catalyst is C(#N)C. The product is [Cl:12][C:7]1[C:6]([C:2]([NH:19][CH:17]2[CH2:18][CH:16]2[CH2:14][CH3:15])=[CH:3][C:4]#[N:5])=[CH:11][CH:10]=[CH:9][N:8]=1. The yield is 0.510. (3) The reactants are Cl.Cl.[CH3:3][S:4]([C:7]1[CH:12]=[CH:11][C:10]([C:13]2[CH:14]=[CH:15][C:16]([O:19][CH2:20][CH:21]3[CH2:26][CH2:25][NH:24][CH2:23][CH2:22]3)=[N:17][CH:18]=2)=[CH:9][CH:8]=1)(=[O:6])=[O:5].C(N(C(C)C)CC)(C)C.Cl[C:37]([O:39][CH:40]([CH3:42])[CH3:41])=[O:38]. No catalyst specified. The product is [CH3:3][S:4]([C:7]1[CH:12]=[CH:11][C:10]([C:13]2[CH:14]=[CH:15][C:16]([O:19][CH2:20][CH:21]3[CH2:26][CH2:25][N:24]([C:37]([O:39][CH:40]([CH3:42])[CH3:41])=[O:38])[CH2:23][CH2:22]3)=[N:17][CH:18]=2)=[CH:9][CH:8]=1)(=[O:5])=[O:6]. The yield is 0.980. (4) The reactants are [Br:1][C:2]1[S:11][C:5]2[N:6]=[CH:7][N:8]=[C:9](Cl)[C:4]=2[C:3]=1[C:12]1[CH:17]=[CH:16][CH:15]=[CH:14][CH:13]=1.C(N(C(C)C)CC)(C)C.[N:27]1([CH2:32][CH2:33][O:34][CH2:35][CH:36]2[CH2:41][CH2:40][NH:39][CH2:38][CH2:37]2)[CH2:31][CH2:30][CH2:29][CH2:28]1. The catalyst is C1COCC1.O. The product is [Br:1][C:2]1[S:11][C:5]2[N:6]=[CH:7][N:8]=[C:9]([N:39]3[CH2:40][CH2:41][CH:36]([CH2:35][O:34][CH2:33][CH2:32][N:27]4[CH2:31][CH2:30][CH2:29][CH2:28]4)[CH2:37][CH2:38]3)[C:4]=2[C:3]=1[C:12]1[CH:17]=[CH:16][CH:15]=[CH:14][CH:13]=1. The yield is 0.660.